This data is from Peptide-MHC class I binding affinity with 185,985 pairs from IEDB/IMGT. The task is: Regression. Given a peptide amino acid sequence and an MHC pseudo amino acid sequence, predict their binding affinity value. This is MHC class I binding data. The peptide sequence is GPCYGQMPR. The MHC is HLA-A11:01 with pseudo-sequence HLA-A11:01. The binding affinity (normalized) is 0.166.